Dataset: Reaction yield outcomes from USPTO patents with 853,638 reactions. Task: Predict the reaction yield, written as a fraction of the theoretical maximum amount of product (1.0 means a 100% yield; for example, 0.34 means a 34% yield). (1) The reactants are [CH3:1][N:2]1[CH2:7][CH2:6][N:5]([C:8]([C:10]2[CH:15]=[CH:14][C:13]([N+:16]([O-])=O)=[CH:12][CH:11]=2)=[O:9])[CH2:4][CH2:3]1. The catalyst is CO.[Pd]. The product is [NH2:16][C:13]1[CH:12]=[CH:11][C:10]([C:8]([N:5]2[CH2:4][CH2:3][N:2]([CH3:1])[CH2:7][CH2:6]2)=[O:9])=[CH:15][CH:14]=1. The yield is 0.890. (2) The product is [CH2:9]([O:8][C:5]1[CH:6]=[CH:7][C:2]([N:22]2[CH2:21][CH2:20][N:19]([C:23]([O:25][C:26]([CH3:28])([CH3:27])[CH3:29])=[O:24])[CH2:18][C:17]2=[O:16])=[CH:3][CH:4]=1)[CH2:10][CH2:11][CH2:12][CH2:13][CH2:14][CH3:15]. The yield is 0.890. The reactants are Br[C:2]1[CH:7]=[CH:6][C:5]([O:8][CH2:9][CH2:10][CH2:11][CH2:12][CH2:13][CH2:14][CH3:15])=[CH:4][CH:3]=1.[O:16]=[C:17]1[NH:22][CH2:21][CH2:20][N:19]([C:23]([O:25][C:26]([CH3:29])([CH3:28])[CH3:27])=[O:24])[CH2:18]1.[I-].CN[C@@H]1CCCC[C@H]1NC.C(=O)([O-])[O-].[K+].[K+]. The catalyst is O1CCOCC1.[Cu]. (3) The reactants are [CH:1]1([CH:4]2[CH2:9][NH:8][C:7](=O)[CH2:6][S:5]2)[CH2:3][CH2:2]1.[H-].[H-].[H-].[H-].[Li+].[Al+3].[O-]S([O-])(=O)=O.[Na+].[Na+]. The catalyst is C1COCC1. The product is [CH:1]1([CH:4]2[S:5][CH2:6][CH2:7][NH:8][CH2:9]2)[CH2:3][CH2:2]1. The yield is 0.750.